From a dataset of Peptide-MHC class I binding affinity with 185,985 pairs from IEDB/IMGT. Regression. Given a peptide amino acid sequence and an MHC pseudo amino acid sequence, predict their binding affinity value. This is MHC class I binding data. (1) The peptide sequence is SAVFKDSFLR. The MHC is HLA-A31:01 with pseudo-sequence HLA-A31:01. The binding affinity (normalized) is 0.707. (2) The peptide sequence is VLLGGVGLVL. The MHC is HLA-A02:01 with pseudo-sequence HLA-A02:01. The binding affinity (normalized) is 0.580. (3) The peptide sequence is RPALVFDITK. The MHC is HLA-B07:02 with pseudo-sequence HLA-B07:02. The binding affinity (normalized) is 0.501. (4) The peptide sequence is WWLEYTASF. The MHC is HLA-C14:02 with pseudo-sequence HLA-C14:02. The binding affinity (normalized) is 0.597.